This data is from Full USPTO retrosynthesis dataset with 1.9M reactions from patents (1976-2016). The task is: Predict the reactants needed to synthesize the given product. (1) Given the product [C:1]([O:5][C:6]([N:8]1[CH2:13][CH2:12][CH:11]([CH2:14][CH2:15][O:16][C:17]2[C:22]([C:23](=[O:25])[NH:43][CH3:42])=[C:21]([NH:26][CH2:27][CH:28]3[CH2:36][CH2:35][C:31]4([CH2:32][CH2:33][CH2:34]4)[CH2:30][CH2:29]3)[N:20]=[C:19]([C:37]#[N:38])[N:18]=2)[CH2:10][CH2:9]1)=[O:7])([CH3:3])([CH3:2])[CH3:4], predict the reactants needed to synthesize it. The reactants are: [C:1]([O:5][C:6]([N:8]1[CH2:13][CH2:12][CH:11]([CH2:14][CH2:15][O:16][C:17]2[C:22]([C:23]([OH:25])=O)=[C:21]([NH:26][CH2:27][CH:28]3[CH2:36][CH2:35][C:31]4([CH2:34][CH2:33][CH2:32]4)[CH2:30][CH2:29]3)[N:20]=[C:19]([C:37]#[N:38])[N:18]=2)[CH2:10][CH2:9]1)=[O:7])([CH3:4])([CH3:3])[CH3:2].CN.C[CH2:42][N:43]=C=NCCCN(C)C.Cl. (2) Given the product [Cl:1][C:2]1[CH:3]=[C:4]([N:12]2[CH2:18][CH2:17][C:16](=[O:19])[N:15]([CH2:20][CH2:21][CH2:22][C:23]([N:25]3[CH2:32][CH2:31][C:28]4([CH2:29][CH2:30]4)[C@H:27]([OH:33])[CH2:26]3)=[O:24])[CH2:14][C@H:13]2[CH3:34])[CH:5]=[CH:6][C:7]=1[C:8]([F:10])([F:9])[F:11], predict the reactants needed to synthesize it. The reactants are: [Cl:1][C:2]1[CH:3]=[C:4]([N:12]2[CH:18]=[CH:17][C:16](=[O:19])[N:15]([CH2:20][CH2:21][CH2:22][C:23]([N:25]3[CH2:32][CH2:31][C:28]4([CH2:30][CH2:29]4)[C@H:27]([OH:33])[CH2:26]3)=[O:24])[CH2:14][C@H:13]2[CH3:34])[CH:5]=[CH:6][C:7]=1[C:8]([F:11])([F:10])[F:9].C(O)(=O)C. (3) Given the product [Br:32][C:33]1[CH:34]=[C:35]([CH:39]2[CH2:40][C:41]([C:2]3[CH:25]=[CH:24][C:5]([O:6][CH2:7][C:8]4[C:9]([C:16]5[C:21]([Cl:22])=[CH:20][CH:19]=[CH:18][C:17]=5[Cl:23])=[N:10][O:11][C:12]=4[CH:13]4[CH2:14][CH2:15]4)=[CH:4][C:3]=3[Cl:26])([OH:43])[CH2:42]2)[CH:36]=[CH:37][CH:38]=1, predict the reactants needed to synthesize it. The reactants are: Br[C:2]1[CH:25]=[CH:24][C:5]([O:6][CH2:7][C:8]2[C:9]([C:16]3[C:21]([Cl:22])=[CH:20][CH:19]=[CH:18][C:17]=3[Cl:23])=[N:10][O:11][C:12]=2[CH:13]2[CH2:15][CH2:14]2)=[CH:4][C:3]=1[Cl:26].[Li]CCCC.[Br:32][C:33]1[CH:34]=[C:35]([CH:39]2[CH2:42][C:41](=[O:43])[CH2:40]2)[CH:36]=[CH:37][CH:38]=1. (4) Given the product [CH3:11][O:9][C:8]([C:6]1[CH:5]=[CH:4][N:3]=[C:2]([Cl:1])[CH:7]=1)=[O:10], predict the reactants needed to synthesize it. The reactants are: [Cl:1][C:2]1[CH:7]=[C:6]([C:8]([OH:10])=[O:9])[CH:5]=[CH:4][N:3]=1.[C:11](=O)(O)[O-].[Na+]. (5) Given the product [Cl:10][C:11]1[CH:16]=[C:15]([C:1]2[CH:6]=[CH:5][CH:4]=[CH:3][CH:2]=2)[N:14]=[CH:13][N:12]=1, predict the reactants needed to synthesize it. The reactants are: [C:1]1(B(O)O)[CH:6]=[CH:5][CH:4]=[CH:3][CH:2]=1.[Cl:10][C:11]1[CH:16]=[C:15](Cl)[N:14]=[CH:13][N:12]=1.[F-].[Cs+]. (6) Given the product [CH:1]1([C:4]2[N:8]=[C:7]([C:9]([C@@H:10]([NH:13][C:14]([C@@H:16]([NH:24][C:25]([N:27]3[CH2:32][CH2:31][O:30][CH2:29][CH2:28]3)=[O:26])[CH2:17][C:18]([F:23])([F:22])[CH2:19][CH2:20][CH3:21])=[O:15])[CH2:11][CH3:12])=[O:33])[O:6][N:5]=2)[CH2:3][CH2:2]1, predict the reactants needed to synthesize it. The reactants are: [CH:1]1([C:4]2[N:8]=[C:7]([CH:9]([OH:33])[CH:10]([NH:13][C:14]([CH:16]([NH:24][C:25]([N:27]3[CH2:32][CH2:31][O:30][CH2:29][CH2:28]3)=[O:26])[CH2:17][C:18]([F:23])([F:22])[CH2:19][CH2:20][CH3:21])=[O:15])[CH2:11][CH3:12])[O:6][N:5]=2)[CH2:3][CH2:2]1.CC(OI1(OC(C)=O)(OC(C)=O)OC(=O)C2C=CC=CC1=2)=O.[O-]S([O-])(=S)=O.[Na+].[Na+]. (7) Given the product [N:10]1([C:7]2[CH:6]=[CH:5][C:4]([NH2:1])=[CH:9][CH:8]=2)[CH2:15][CH2:14][CH2:13][CH2:12][CH2:11]1, predict the reactants needed to synthesize it. The reactants are: [N+:1]([C:4]1[CH:9]=[CH:8][C:7]([N:10]2[CH2:15][CH2:14][CH2:13][CH2:12][CH2:11]2)=[CH:6][CH:5]=1)([O-])=O. (8) Given the product [C:9]([NH:16][C@H:17]([C:20]([OH:22])=[O:21])[CH2:18][OH:19])([O:11][C:12]([CH3:13])([CH3:14])[CH3:15])=[O:10], predict the reactants needed to synthesize it. The reactants are: [CH3:13][C:12]([O:11][C:9](O[C:9]([O:11][C:12]([CH3:15])([CH3:14])[CH3:13])=[O:10])=[O:10])([CH3:15])[CH3:14].[NH2:16][C@H:17]([C:20]([OH:22])=[O:21])[CH2:18][OH:19].[OH-].[Na+]. (9) Given the product [OH:23][C:18]1[C:19]([C:21]2[NH:42][C:41]3[CH:40]=[CH:39][C:35]([C:36]([NH2:38])=[NH:37])=[CH:34][C:33]=3[N:32]=2)=[CH:20][C:15]([S:12]([NH:11][C:9](=[O:10])[CH2:8][CH2:7][C:1]2[CH:2]=[CH:3][CH:4]=[CH:5][CH:6]=2)(=[O:13])=[O:14])=[CH:16][C:17]=1[C:24]1[CH:29]=[CH:28][CH:27]=[CH:26][C:25]=1[OH:30], predict the reactants needed to synthesize it. The reactants are: [C:1]1([CH2:7][CH2:8][C:9]([NH:11][S:12]([C:15]2[CH:16]=[C:17]([C:24]3[CH:29]=[CH:28][CH:27]=[CH:26][C:25]=3[OH:30])[C:18]([OH:23])=[C:19]([CH:21]=O)[CH:20]=2)(=[O:14])=[O:13])=[O:10])[CH:6]=[CH:5][CH:4]=[CH:3][CH:2]=1.Cl.[NH2:32][C:33]1[CH:34]=[C:35]([CH:39]=[CH:40][C:41]=1[NH2:42])[C:36]([NH2:38])=[NH:37].C1(=O)C=CC(=O)C=C1.